From a dataset of Forward reaction prediction with 1.9M reactions from USPTO patents (1976-2016). Predict the product of the given reaction. (1) Given the reactants Cl[C:2]1[N:10]=[C:9]([CH3:11])[N:8]=[C:7]2[C:3]=1[N:4]=[CH:5][N:6]2C1CCCCO1.Br[C:19]1[CH:20]=[C:21](B(O)O)C(F)=N[CH:24]=1.C(=O)([O-])[O-:30].[K+].[K+].COCCOC, predict the reaction product. The product is: [O:30]1[CH2:24][CH2:19][CH2:20][CH2:21][CH:11]1[C:9]1[N:8]=[C:7]2[C:3]([N:4]=[CH:5][NH:6]2)=[CH:2][N:10]=1. (2) Given the reactants Br[C:2]1[CH:7]=[CH:6][CH:5]=[CH:4][C:3]=1[CH2:8][N:9]1[C:14](=[O:15])[C:13]([C:16]([NH:18][CH2:19][C:20]([OH:22])=[O:21])=[O:17])=[C:12]([OH:23])[C:11]([CH:24]([CH3:26])[CH3:25])=[N:10]1.[F:27][C:28]([F:39])([F:38])[C:29]1[CH:34]=[CH:33][C:32](B(O)O)=[CH:31][CH:30]=1.C(=O)([O-])[O-].[K+].[K+].Cl, predict the reaction product. The product is: [OH:23][C:12]1[C:11]([CH:24]([CH3:26])[CH3:25])=[N:10][N:9]([CH2:8][C:3]2[CH:4]=[CH:5][CH:6]=[CH:7][C:2]=2[C:32]2[CH:33]=[CH:34][C:29]([C:28]([F:39])([F:38])[F:27])=[CH:30][CH:31]=2)[C:14](=[O:15])[C:13]=1[C:16]([NH:18][CH2:19][C:20]([OH:22])=[O:21])=[O:17]. (3) The product is: [F:14][C:7]1[CH:8]=[C:9]([F:13])[CH:10]=[C:11]([I:12])[C:6]=1[O:5][CH2:4][CH2:3][CH2:2][O:23][C:17]1[CH:18]=[CH:19][C:20]([F:22])=[CH:21][C:16]=1[I:15]. Given the reactants Br[CH2:2][CH2:3][CH2:4][O:5][C:6]1[C:11]([I:12])=[CH:10][C:9]([F:13])=[CH:8][C:7]=1[F:14].[I:15][C:16]1[CH:21]=[C:20]([F:22])[CH:19]=[CH:18][C:17]=1[OH:23].C(=O)([O-])[O-].[K+].[K+], predict the reaction product. (4) The product is: [CH2:1]([O:8][C:9]1[CH:10]=[C:11]([CH:16]=[C:17]([O:19][CH3:20])[CH:18]=1)[C:12]([OH:14])=[O:13])[C:2]1[CH:3]=[CH:4][CH:5]=[CH:6][CH:7]=1. Given the reactants [CH2:1]([O:8][C:9]1[CH:10]=[C:11]([CH:16]=[C:17]([O:19][CH3:20])[CH:18]=1)[C:12]([O:14]C)=[O:13])[C:2]1[CH:7]=[CH:6][CH:5]=[CH:4][CH:3]=1.[OH-].[Li+], predict the reaction product. (5) Given the reactants [CH:1]1([C:4]2[CH:5]=[C:6](C3OC(C)(C)C(C)(C)O3)[CH:7]=[CH:8][CH:9]=2)[CH2:3][CH2:2]1.[F:19][C:20]1[CH:21]=[C:22]([CH:32]([NH:34][C:35]([C:37]2[N:38]=[C:39](Cl)[O:40][CH:41]=2)=[O:36])[CH3:33])[CH:23]=[C:24]([F:31])[C:25]=1[NH:26][S:27]([CH3:30])(=[O:29])=[O:28].C([O-])([O-])=O.[Cs+].[Cs+], predict the reaction product. The product is: [F:19][C:20]1[CH:21]=[C:22]([CH:32]([NH:34][C:35]([C:37]2[N:38]=[C:39]([C:8]3[CH:7]=[CH:6][CH:5]=[C:4]([CH:1]4[CH2:3][CH2:2]4)[CH:9]=3)[O:40][CH:41]=2)=[O:36])[CH3:33])[CH:23]=[C:24]([F:31])[C:25]=1[NH:26][S:27]([CH3:30])(=[O:29])=[O:28]. (6) Given the reactants [F:1][C:2]1[C:3](I)=[C:4]2[C:9](=[CH:10][CH:11]=1)[CH:8]([CH2:12][N:13]1[CH2:18][CH2:17][N:16]([C:19]([O:21][C:22]([CH3:25])([CH3:24])[CH3:23])=[O:20])[CH2:15][CH2:14]1)[O:7][CH2:6][CH2:5]2.N#N.[CH3:29][N:30](C=O)C, predict the reaction product. The product is: [C:29]([C:3]1[C:2]([F:1])=[CH:11][CH:10]=[C:9]2[C:4]=1[CH2:5][CH2:6][O:7][CH:8]2[CH2:12][N:13]1[CH2:18][CH2:17][N:16]([C:19]([O:21][C:22]([CH3:25])([CH3:24])[CH3:23])=[O:20])[CH2:15][CH2:14]1)#[N:30].